Dataset: Full USPTO retrosynthesis dataset with 1.9M reactions from patents (1976-2016). Task: Predict the reactants needed to synthesize the given product. (1) Given the product [Cl:1][C:2]1[N:3]=[C:4]([NH:19][C:20]2[CH:25]=[C:24]([CH3:26])[CH:23]=[CH:22][N:21]=2)[C:5]2[N:10]([CH2:11][CH2:12][O:13][CH2:14][CH3:15])[N:9]=[C:8]([C:16]([NH:31][S:28]([CH3:27])(=[O:30])=[O:29])=[O:17])[C:6]=2[N:7]=1, predict the reactants needed to synthesize it. The reactants are: [Cl:1][C:2]1[N:3]=[C:4]([NH:19][C:20]2[CH:25]=[C:24]([CH3:26])[CH:23]=[CH:22][N:21]=2)[C:5]2[N:10]([CH2:11][CH2:12][O:13][CH2:14][CH3:15])[N:9]=[C:8]([C:16](O)=[O:17])[C:6]=2[N:7]=1.[CH3:27][S:28]([NH2:31])(=[O:30])=[O:29].Cl.CN(C)CCCN=C=NCC. (2) Given the product [Cl:16][CH2:17][CH2:18][N:19]([CH2:20][CH2:21][Cl:22])[C:23]([N:1]1[C:10]2[C:5](=[CH:6][CH:7]=[CH:8][CH:9]=2)[CH2:4][CH2:3][CH2:2]1)=[O:24], predict the reactants needed to synthesize it. The reactants are: [N:1]1(NC(Cl)=O)[C:10]2[C:5](=[CH:6][CH:7]=[CH:8][CH:9]=2)[CH2:4][CH2:3][CH2:2]1.Cl.[Cl:16][CH2:17][CH2:18][NH:19][CH2:20][CH2:21][Cl:22].[C:23](=O)([O-])[O-:24].[K+].[K+]. (3) Given the product [Cl:13][C:14]1[CH:18]=[C:17]([B:23]([OH:26])[OH:24])[S:16][C:15]=1[Si:19]([CH3:22])([CH3:21])[CH3:20], predict the reactants needed to synthesize it. The reactants are: C(NC(C)C)(C)C.C([Li])CCC.[Cl:13][C:14]1[CH:18]=[CH:17][S:16][C:15]=1[Si:19]([CH3:22])([CH3:21])[CH3:20].[B:23](OC)([O:26]C)[O:24]C. (4) Given the product [CH3:34][O:15][C:13]([C:7]1[N:8]=[CH:9][C:10]2[C:5]([CH:6]=1)=[CH:4][CH:3]=[CH:12][C:11]=2[O:23][CH3:22])=[O:14], predict the reactants needed to synthesize it. The reactants are: CO[C:3]1[CH:4]=[C:5]2[C:10](=[CH:11][CH:12]=1)[CH:9]=[N:8][C:7]([C:13]([OH:15])=[O:14])=[CH:6]2.N1C=CN=C1N[C:22](C1C2NC(N)=NC=2C=CC=1)=[O:23].[CH3:34]N(C(ON1N=NC2C=CC=CC1=2)=[N+](C)C)C.F[P-](F)(F)(F)(F)F.CCN(C(C)C)C(C)C. (5) Given the product [N:3]1[CH:8]=[CH:7][CH:6]=[CH:5][C:4]=1[CH2:9][O:10][S:11]([C:14]1[CH:20]=[CH:19][C:17]([CH3:18])=[CH:16][CH:15]=1)(=[O:13])=[O:12], predict the reactants needed to synthesize it. The reactants are: [OH-].[K+].[N:3]1[CH:8]=[CH:7][CH:6]=[CH:5][C:4]=1[CH2:9][OH:10].[S:11](Cl)([C:14]1[CH:20]=[CH:19][C:17]([CH3:18])=[CH:16][CH:15]=1)(=[O:13])=[O:12]. (6) Given the product [C:21]1([CH2:20][O:19][C:17]([N:14]2[CH2:15][CH2:16][N:11]3[C:9](=[O:8])[O:10][C:27]([CH3:29])([CH3:28])[CH:12]3[CH2:13]2)=[O:18])[CH:22]=[CH:23][CH:24]=[CH:25][CH:26]=1, predict the reactants needed to synthesize it. The reactants are: C1(C[O:8][C:9]([N:11]2[CH2:16][CH2:15][N:14]([C:17]([O:19][CH2:20][C:21]3[CH:26]=[CH:25][CH:24]=[CH:23][CH:22]=3)=[O:18])[CH2:13][CH:12]2[C:27](O)([CH3:29])[CH3:28])=[O:10])C=CC=CC=1.[H-].[Na+].